Regression. Given two drug SMILES strings and cell line genomic features, predict the synergy score measuring deviation from expected non-interaction effect. From a dataset of NCI-60 drug combinations with 297,098 pairs across 59 cell lines. Drug 1: C1=CN(C(=O)N=C1N)C2C(C(C(O2)CO)O)O.Cl. Drug 2: C1CNP(=O)(OC1)N(CCCl)CCCl. Cell line: K-562. Synergy scores: CSS=40.2, Synergy_ZIP=-0.796, Synergy_Bliss=-1.88, Synergy_Loewe=-26.7, Synergy_HSA=-1.14.